Dataset: Peptide-MHC class II binding affinity with 134,281 pairs from IEDB. Task: Regression. Given a peptide amino acid sequence and an MHC pseudo amino acid sequence, predict their binding affinity value. This is MHC class II binding data. (1) The peptide sequence is MAFLRSVSRLAAAVF. The MHC is HLA-DPA10201-DPB11401 with pseudo-sequence HLA-DPA10201-DPB11401. The binding affinity (normalized) is 0.381. (2) The peptide sequence is IGNGGPCLFMRTVSH. The MHC is HLA-DPA10201-DPB10501 with pseudo-sequence HLA-DPA10201-DPB10501. The binding affinity (normalized) is 0.284. (3) The peptide sequence is YPKYVKQNTLKLAT. The MHC is DRB1_0901 with pseudo-sequence DRB1_0901. The binding affinity (normalized) is 0.439. (4) The peptide sequence is SAAQRRGRIGRNPNR. The MHC is HLA-DQA10201-DQB10402 with pseudo-sequence HLA-DQA10201-DQB10402. The binding affinity (normalized) is 0. (5) The peptide sequence is PGVDYTITVYAVTYY. The MHC is DRB1_0405 with pseudo-sequence DRB1_0405. The binding affinity (normalized) is 0.305. (6) The peptide sequence is RGKVVLIDFWAYPCI. The MHC is HLA-DPA10103-DPB10301 with pseudo-sequence HLA-DPA10103-DPB10301. The binding affinity (normalized) is 0. (7) The MHC is DRB1_1602 with pseudo-sequence DRB1_1602. The binding affinity (normalized) is 0.571. The peptide sequence is QAYAATVAAAPQVKY. (8) The peptide sequence is FRAAMATTANVPPAD. The MHC is HLA-DQA10501-DQB10301 with pseudo-sequence HLA-DQA10501-DQB10301. The binding affinity (normalized) is 0.767. (9) The peptide sequence is AFKVAATAANAAPLN. The MHC is DRB1_1001 with pseudo-sequence DRB1_1001. The binding affinity (normalized) is 0.992. (10) The peptide sequence is HESNYNTRATNYNRG. The MHC is H-2-IEd with pseudo-sequence H-2-IEd. The binding affinity (normalized) is 0.180.